Dataset: Full USPTO retrosynthesis dataset with 1.9M reactions from patents (1976-2016). Task: Predict the reactants needed to synthesize the given product. Given the product [F:20][C:17]1[CH:18]=[CH:19][C:14]([C:12]2[O:11][N:10]=[C:9]([C:4]3[CH:3]=[C:2]([C:27]4[CH:28]=[N:29][CH:30]=[CH:31][CH:32]=4)[CH:7]=[C:6]([F:8])[CH:5]=3)[N:13]=2)=[N:15][CH:16]=1, predict the reactants needed to synthesize it. The reactants are: Br[C:2]1[CH:3]=[C:4]([C:9]2[N:13]=[C:12]([C:14]3[CH:19]=[CH:18][C:17]([F:20])=[CH:16][N:15]=3)[O:11][N:10]=2)[CH:5]=[C:6]([F:8])[CH:7]=1.B1([C:27]2[CH:32]=[CH:31][CH:30]=[N:29][CH:28]=2)OCCCO1.COCCOC.C(=O)([O-])[O-].[Na+].[Na+].